From a dataset of Full USPTO retrosynthesis dataset with 1.9M reactions from patents (1976-2016). Predict the reactants needed to synthesize the given product. (1) Given the product [ClH:1].[CH3:12][C:6]1([NH2:5])[CH2:11][CH2:10][O:9][CH2:8][CH2:7]1, predict the reactants needed to synthesize it. The reactants are: [Cl:1]CC([NH:5][C:6]1([CH3:12])[CH2:11][CH2:10][O:9][CH2:8][CH2:7]1)=O.NC(N)=S. (2) Given the product [F:1][C:2]1[CH:23]=[CH:22][CH:21]=[CH:20][C:3]=1[CH2:4][N:5]1[C:9]2=[N:10][C:11]([NH:14][C:15]3[CH:19]=[N:18][N:17]([C:25]([NH2:26])=[O:24])[CH:16]=3)=[N:12][CH:13]=[C:8]2[CH:7]=[N:6]1, predict the reactants needed to synthesize it. The reactants are: [F:1][C:2]1[CH:23]=[CH:22][CH:21]=[CH:20][C:3]=1[CH2:4][N:5]1[C:9]2=[N:10][C:11]([NH:14][C:15]3[CH:16]=[N:17][NH:18][CH:19]=3)=[N:12][CH:13]=[C:8]2[CH:7]=[N:6]1.[O-:24][C:25]#[N:26].[K+].C(=O)([O-])[O-].[Na+].[Na+].